This data is from Full USPTO retrosynthesis dataset with 1.9M reactions from patents (1976-2016). The task is: Predict the reactants needed to synthesize the given product. (1) The reactants are: [CH2:1]([O:8][C:9]([N:11]1[CH2:16][CH2:15][CH2:14][CH:13]([CH2:17][NH:18][C:19]2[C:24]([C:25](O)=[O:26])=[CH:23][N:22]=[C:21](Cl)[N:20]=2)[CH2:12]1)=[O:10])[C:2]1[CH:7]=[CH:6][CH:5]=[CH:4][CH:3]=1.[CH:29]1[CH:30]=[CH:31][C:32]2[N:37]([OH:38])[N:36]=[N:35][C:33]=2[CH:34]=1.C(Cl)CCl.[NH3:43]. Given the product [N:37]1([O:38][C:21]2[N:20]=[C:19]([NH:18][CH2:17][CH:13]3[CH2:14][CH2:15][CH2:16][N:11]([C:9]([O:8][CH2:1][C:2]4[CH:7]=[CH:6][CH:5]=[CH:4][CH:3]=4)=[O:10])[CH2:12]3)[C:24]([C:25](=[O:26])[NH2:43])=[CH:23][N:22]=2)[C:32]2[CH:31]=[CH:30][CH:29]=[CH:34][C:33]=2[N:35]=[N:36]1, predict the reactants needed to synthesize it. (2) The reactants are: [Cl:1][CH2:2][CH2:3][CH2:4][S:5](Cl)(=[O:7])=[O:6].[CH3:9][C:10]1[N:14]([CH:15]([CH3:17])[CH3:16])[C:13]([C:18]2[CH:23]=[CH:22][N:21]=[C:20]([NH:24][CH:25]3[CH2:30][CH2:29][NH:28][CH2:27][CH2:26]3)[N:19]=2)=[CH:12][N:11]=1. Given the product [Cl:1][CH2:2][CH2:3][CH2:4][S:5]([N:28]1[CH2:29][CH2:30][CH:25]([NH:24][C:20]2[N:19]=[C:18]([C:13]3[N:14]([CH:15]([CH3:17])[CH3:16])[C:10]([CH3:9])=[N:11][CH:12]=3)[CH:23]=[CH:22][N:21]=2)[CH2:26][CH2:27]1)(=[O:7])=[O:6], predict the reactants needed to synthesize it. (3) The reactants are: [O:1]1[CH2:6][C:5](=O)[CH2:4][C:3](=[O:8])[CH2:2]1.[I:9][C:10]1[CH:11]=[C:12]([CH:15]=[CH:16][C:17]=1[F:18])[CH:13]=O.[NH2:19][C:20]1[N:24]([CH3:25])[NH:23][C:22](=[O:26])[CH:21]=1. Given the product [F:18][C:17]1[CH:16]=[CH:15][C:12]([CH:13]2[C:21]3[C:22](=[O:26])[NH:23][N:24]([CH3:25])[C:20]=3[NH:19][C:5]3[CH2:6][O:1][CH2:2][C:3](=[O:8])[C:4]2=3)=[CH:11][C:10]=1[I:9], predict the reactants needed to synthesize it. (4) Given the product [Cl:27][C:20]1[C:21]([F:26])=[CH:22][CH:23]=[C:24]([Cl:25])[C:19]=1[CH:17]([O:16][C:4]1[C:5]([NH:8][C:9]([O:11][C:12]([CH3:15])([CH3:14])[CH3:13])=[O:10])=[N:6][CH:7]=[C:2]([C:45]2[CH:44]=[N:43][N:42]([CH:39]3[CH2:38][CH2:37][N:36]([NH:35][C:33]([O:32][C:28]([CH3:31])([CH3:30])[CH3:29])=[O:34])[CH2:41][CH2:40]3)[CH:46]=2)[CH:3]=1)[CH3:18], predict the reactants needed to synthesize it. The reactants are: Br[C:2]1[CH:3]=[C:4]([O:16][CH:17]([C:19]2[C:24]([Cl:25])=[CH:23][CH:22]=[C:21]([F:26])[C:20]=2[Cl:27])[CH3:18])[C:5]([NH:8][C:9]([O:11][C:12]([CH3:15])([CH3:14])[CH3:13])=[O:10])=[N:6][CH:7]=1.[C:28]([O:32][C:33]([NH:35][N:36]1[CH2:41][CH2:40][CH:39]([N:42]2[CH:46]=[C:45](OB(O)O)[CH:44]=[N:43]2)[CH2:38][CH2:37]1)=[O:34])([CH3:31])([CH3:30])[CH3:29].C([O-])([O-])=O.[Na+].[Na+]. (5) Given the product [C:1]([O:5][C:6]([N:8]1[CH2:13][CH2:12][CH:11]([CH:14]=[O:15])[CH2:10][CH2:9]1)=[O:7])([CH3:4])([CH3:3])[CH3:2], predict the reactants needed to synthesize it. The reactants are: [C:1]([O:5][C:6]([N:8]1[CH2:13][CH2:12][CH:11]([CH2:14][OH:15])[CH2:10][CH2:9]1)=[O:7])([CH3:4])([CH3:3])[CH3:2].CCOCC.[OH-].[Na+].